Dataset: Reaction yield outcomes from USPTO patents with 853,638 reactions. Task: Predict the reaction yield, written as a fraction of the theoretical maximum amount of product (1.0 means a 100% yield; for example, 0.34 means a 34% yield). (1) The reactants are [CH3:1][O:2][C:3]1[CH:4]=[C:5]2[C:10](=[CH:11][C:12]=1[O:13][CH3:14])[N:9]=[CH:8][CH:7]=[C:6]2[O:15][C:16]1[C:17]([C:23]2[CH:24]=[N:25][NH:26][CH:27]=2)=[N:18][C:19]([CH3:22])=[CH:20][CH:21]=1.[H-].[Na+].[CH3:30]I.O. The catalyst is CN(C)C=O. The product is [CH3:1][O:2][C:3]1[CH:4]=[C:5]2[C:10](=[CH:11][C:12]=1[O:13][CH3:14])[N:9]=[CH:8][CH:7]=[C:6]2[O:15][C:16]1[C:17]([C:23]2[CH:24]=[N:25][N:26]([CH3:30])[CH:27]=2)=[N:18][C:19]([CH3:22])=[CH:20][CH:21]=1. The yield is 0.730. (2) The reactants are Cl[C:2]1[C:7]([CH:8]([CH2:13][CH2:14][CH3:15])[C:9]([O:11][CH3:12])=[O:10])=[C:6]([CH3:16])[N:5]=[C:4]([C:17]2[CH:22]=[CH:21][CH:20]=[CH:19][CH:18]=2)[N:3]=1.C(N(CC)C(C)C)(C)C.[NH:32]1[C:40]2[C:35](=[CH:36][CH:37]=[C:38](B(O)O)[CH:39]=2)[CH:34]=[CH:33]1. The catalyst is COCCOC.O.C1C=CC([P]([Pd]([P](C2C=CC=CC=2)(C2C=CC=CC=2)C2C=CC=CC=2)([P](C2C=CC=CC=2)(C2C=CC=CC=2)C2C=CC=CC=2)[P](C2C=CC=CC=2)(C2C=CC=CC=2)C2C=CC=CC=2)(C2C=CC=CC=2)C2C=CC=CC=2)=CC=1. The product is [NH:32]1[C:40]2[C:35](=[CH:36][CH:37]=[C:38]([C:2]3[C:7]([CH:8]([CH2:13][CH2:14][CH3:15])[C:9]([O:11][CH3:12])=[O:10])=[C:6]([CH3:16])[N:5]=[C:4]([C:17]4[CH:22]=[CH:21][CH:20]=[CH:19][CH:18]=4)[N:3]=3)[CH:39]=2)[CH:34]=[CH:33]1. The yield is 0.830. (3) The product is [CH2:20]1[C:21]2[C:26](=[CH:25][CH:24]=[CH:23][CH:22]=2)[CH2:27][CH:19]1[NH:18][C:15]1[N:16]=[CH:17][C:12]2[CH2:11][N:10]([C:8]([C:5]3[CH:6]=[N:7][C:2]([C:42]#[C:41][Si:38]([CH3:40])([CH3:39])[CH3:37])=[CH:3][CH:4]=3)=[O:9])[CH2:29][CH2:28][C:13]=2[N:14]=1. The reactants are Br[C:2]1[N:7]=[CH:6][C:5]([C:8]([N:10]2[CH2:29][CH2:28][C:13]3[N:14]=[C:15]([NH:18][CH:19]4[CH2:27][C:26]5[C:21](=[CH:22][CH:23]=[CH:24][CH:25]=5)[CH2:20]4)[N:16]=[CH:17][C:12]=3[CH2:11]2)=[O:9])=[CH:4][CH:3]=1.C(N(CC)CC)C.[CH3:37][Si:38]([C:41]#[CH:42])([CH3:40])[CH3:39]. The catalyst is CN(C)C=O.[Cu]I. The yield is 0.630. (4) The yield is 0.640. The reactants are I.[NH2:2][C:3]1[C:4]([C:11]([NH:13][C:14](=[NH:17])SC)=[O:12])=[N:5][C:6]([Cl:10])=[C:7]([NH2:9])[N:8]=1.[NH2:18][CH2:19][CH2:20][CH2:21][CH2:22][C:23]1[CH:39]=[CH:38][C:26]([O:27][CH2:28][C:29]([N:31]([CH2:35][CH2:36][OH:37])[CH2:32][CH2:33][OH:34])=[O:30])=[CH:25][CH:24]=1.C(N(CC)CC)C. The catalyst is C(O)C. The product is [NH2:2][C:3]1[C:4]([C:11]([N:13]=[C:14]([NH2:17])[NH:18][CH2:19][CH2:20][CH2:21][CH2:22][C:23]2[CH:39]=[CH:38][C:26]([O:27][CH2:28][C:29]([N:31]([CH2:35][CH2:36][OH:37])[CH2:32][CH2:33][OH:34])=[O:30])=[CH:25][CH:24]=2)=[O:12])=[N:5][C:6]([Cl:10])=[C:7]([NH2:9])[N:8]=1. (5) The reactants are [O:1]1[CH2:5][CH2:4][O:3][CH:2]1[CH2:6][CH:7]1[C:9]2([CH2:12][N:11]([C:13]([C:15]3[C:20]([NH:21][C:22]4[CH:27]=[CH:26][C:25]([I:28])=[CH:24][C:23]=4[F:29])=[C:19]([F:30])[C:18]([F:31])=[CH:17][CH:16]=3)=[O:14])[CH2:10]2)[O:8]1.[N-:32]=[N+:33]=[N-:34].[Na+].C(OCC)(=O)C. The catalyst is CN(C)C=O. The product is [N:32]([CH:7]([C:9]1([OH:8])[CH2:10][N:11]([C:13]([C:15]2[CH:16]=[CH:17][C:18]([F:31])=[C:19]([F:30])[C:20]=2[NH:21][C:22]2[CH:27]=[CH:26][C:25]([I:28])=[CH:24][C:23]=2[F:29])=[O:14])[CH2:12]1)[CH2:6][CH:2]1[O:3][CH2:4][CH2:5][O:1]1)=[N+:33]=[N-:34]. The yield is 0.740. (6) The reactants are [C:1]([C:4]1[CH:9]=[CH:8][C:7]([CH:10](C(OCC)=O)[C:11]([O:13]CC)=[O:12])=[C:6]([N+:21]([O-:23])=[O:22])[CH:5]=1)(=[O:3])[CH3:2].C(OCC)(=O)CC(OCC)=O. The catalyst is Cl.O1CCOCC1. The product is [C:1]([C:4]1[CH:9]=[CH:8][C:7]([CH2:10][C:11]([OH:13])=[O:12])=[C:6]([N+:21]([O-:23])=[O:22])[CH:5]=1)(=[O:3])[CH3:2]. The yield is 1.00. (7) The reactants are Cl.[CH2:2]([O:9][C@:10]1([CH2:47][O:48]COC)[C@@:14]([CH2:24][O:25]COC)([CH2:15][O:16][CH2:17][C:18]2[CH:23]=[CH:22][CH:21]=[CH:20][CH:19]=2)[O:13][C@@H:12]([N:29]2[CH:37]=[C:35]([CH3:36])[C:33](=[O:34])[N:32]([CH2:38][O:39][CH2:40][C:41]3[CH:46]=[CH:45][CH:44]=[CH:43][CH:42]=3)[C:30]2=[O:31])[CH2:11]1)[C:3]1[CH:8]=[CH:7][CH:6]=[CH:5][CH:4]=1.C(=O)(O)[O-].[Na+]. The catalyst is O1CCCC1. The product is [CH2:2]([O:9][C@:10]1([CH2:47][OH:48])[C@@:14]([CH2:24][OH:25])([CH2:15][O:16][CH2:17][C:18]2[CH:19]=[CH:20][CH:21]=[CH:22][CH:23]=2)[O:13][C@@H:12]([N:29]2[CH:37]=[C:35]([CH3:36])[C:33](=[O:34])[N:32]([CH2:38][O:39][CH2:40][C:41]3[CH:42]=[CH:43][CH:44]=[CH:45][CH:46]=3)[C:30]2=[O:31])[CH2:11]1)[C:3]1[CH:8]=[CH:7][CH:6]=[CH:5][CH:4]=1. The yield is 0.920. (8) The reactants are [CH:1]1([C:7]2[C:8]3[CH:9]=[CH:10][C:11]([C:25]([O:27][CH3:28])=[O:26])=[CH:12][C:13]=3[N:14]3CC=C[C:17]4[CH:21]=[CH:22][CH:23]=[CH:24][C:16]=4[C:15]=23)[CH2:6][CH2:5][CH2:4][CH2:3][CH2:2]1.C[N+]1([O-])CC[O:33]CC1.[CH3:37][C:38]([CH3:40])=[O:39].O. The catalyst is S([O-])([O-])(=O)=S.[Na+].[Na+].O=[Os](=O)(=O)=O. The product is [CH:1]1([C:7]2[C:8]3[CH:9]=[CH:10][C:11]([C:25]([O:27][CH3:28])=[O:26])=[CH:12][C:13]=3[N:14]3[CH2:40][C@H:38]([OH:39])[C@H:37]([OH:33])[C:17]4[CH:21]=[CH:22][CH:23]=[CH:24][C:16]=4[C:15]=23)[CH2:6][CH2:5][CH2:4][CH2:3][CH2:2]1. The yield is 0.910. (9) The reactants are [C:1]([O:5][C:6](=[O:40])[CH2:7][C@H:8]([NH:23][C:24](=[O:39])[CH:25]([N:28]1[CH:33]=[CH:32][CH:31]=[C:30]([NH:34][C:35](=[O:37])[CH3:36])[C:29]1=[O:38])[CH2:26][CH3:27])[C@H:9]([OH:22])[CH2:10][O:11][C:12]1[C:17]([F:18])=[C:16]([F:19])[CH:15]=[C:14]([F:20])[C:13]=1[F:21])([CH3:4])([CH3:3])[CH3:2].CC(OI1(OC(C)=O)(OC(C)=O)OC(=O)C2C1=CC=CC=2)=O.C(=O)([O-])O.[Na+].S([O-])([O-])(=O)=S.[Na+].[Na+]. The catalyst is C(Cl)Cl.C(OCC)(=O)C. The product is [C:1]([O:5][C:6](=[O:40])[CH2:7][C@H:8]([NH:23][C:24](=[O:39])[C@@H:25]([N:28]1[CH:33]=[CH:32][CH:31]=[C:30]([NH:34][C:35](=[O:37])[CH3:36])[C:29]1=[O:38])[CH2:26][CH3:27])[C:9](=[O:22])[CH2:10][O:11][C:12]1[C:13]([F:21])=[C:14]([F:20])[CH:15]=[C:16]([F:19])[C:17]=1[F:18])([CH3:2])([CH3:3])[CH3:4]. The yield is 0.850.